Dataset: Cav3 T-type calcium channel HTS with 100,875 compounds. Task: Binary Classification. Given a drug SMILES string, predict its activity (active/inactive) in a high-throughput screening assay against a specified biological target. (1) The compound is O1c2cc(C(O)CC)c(NC(=O)c3ccc(cc3)C)cc2OCC1. The result is 0 (inactive). (2) The molecule is S(c1n(CC)c(nn1)c1cccnc1)Cc1[nH]c2c(n1)cccc2. The result is 0 (inactive).